The task is: Predict the reaction yield, written as a fraction of the theoretical maximum amount of product (1.0 means a 100% yield; for example, 0.34 means a 34% yield).. This data is from Reaction yield outcomes from USPTO patents with 853,638 reactions. (1) The reactants are COC1C=CC=C(OC)C=1C1C=CC=CC=1P(C1CCCCC1)C1CCCCC1.P([O-])([O-])([O-])=O.[K+].[K+].[K+].O.[NH2:39][C:40]1[CH:41]=[C:42](B(O)O)[CH:43]=[CH:44][CH:45]=1.Cl[C:50]1[C:51]2[CH2:64][CH2:63][N:62]([C:65]3[CH:70]=[CH:69][N:68]=[CH:67][CH:66]=3)[C:52]=2[N:53]=[C:54]([N:56]2[CH2:61][CH2:60][O:59][CH2:58][CH2:57]2)[N:55]=1. The catalyst is C([O-])(=O)C.[Pd+2].C([O-])(=O)C.O.CN(C)C=O. The product is [N:56]1([C:54]2[N:55]=[C:50]([C:42]3[CH:41]=[C:40]([NH2:39])[CH:45]=[CH:44][CH:43]=3)[C:51]3[CH2:64][CH2:63][N:62]([C:65]4[CH:66]=[CH:67][N:68]=[CH:69][CH:70]=4)[C:52]=3[N:53]=2)[CH2:61][CH2:60][O:59][CH2:58][CH2:57]1. The yield is 0.410. (2) The reactants are [N+:1]([C:4]1[CH:9]=[CH:8][C:7]([NH2:10])=[C:6]([NH2:11])[CH:5]=1)([O-:3])=[O:2].[CH3:12][C:13]([CH3:18])([CH3:17])[C:14](O)=O. No catalyst specified. The product is [C:13]([C:18]1[NH:11][C:6]2[CH:5]=[C:4]([N+:1]([O-:3])=[O:2])[CH:9]=[CH:8][C:7]=2[N:10]=1)([CH3:17])([CH3:14])[CH3:12]. The yield is 0.770. (3) The reactants are [Cl:1][C:2]1[CH:24]=[CH:23][C:5]([O:6][CH2:7][C:8]([N:10]2[CH2:15][CH2:14][N:13](C(OC(C)(C)C)=O)[CH2:12][CH2:11]2)=[O:9])=[CH:4][CH:3]=1.C(O)(C(F)(F)F)=O. The catalyst is ClCCl. The product is [Cl:1][C:2]1[CH:3]=[CH:4][C:5]([O:6][CH2:7][C:8]([N:10]2[CH2:15][CH2:14][NH:13][CH2:12][CH2:11]2)=[O:9])=[CH:23][CH:24]=1. The yield is 0.720. (4) The reactants are [C:1]([C:5]1[CH:10]=[CH:9][CH:8]=[C:7]([CH:11]=[CH2:12])[CH:6]=1)([CH3:4])([CH3:3])[CH3:2].[C:13]1([O:19]P(OC2C=CC=CC=2)OC2C=CC=CC=2)C=CC=CC=1.[H][H].[C]=O. The catalyst is C1(C)C=CC=CC=1.C/C(/O)=C/C(C)=O.[C-]#[O+].[C-]#[O+].[Rh]. The product is [C:1]([C:5]1[CH:6]=[C:7]([CH2:11][CH2:12][CH:13]=[O:19])[CH:8]=[CH:9][CH:10]=1)([CH3:4])([CH3:3])[CH3:2]. The yield is 0.630. (5) The reactants are [I:1][C:2]1[NH:6][N:5]=[C:4]([C:7](OCC)=[O:8])[C:3]=1[CH3:12].[OH-].[NH4+:14]. The catalyst is CO. The product is [I:1][C:2]1[NH:6][N:5]=[C:4]([C:7]([NH2:14])=[O:8])[C:3]=1[CH3:12]. The yield is 0.890.